Binary Classification. Given a miRNA mature sequence and a target amino acid sequence, predict their likelihood of interaction. From a dataset of Experimentally validated miRNA-target interactions with 360,000+ pairs, plus equal number of negative samples. (1) The miRNA is hsa-miR-450b-3p with sequence UUGGGAUCAUUUUGCAUCCAUA. The protein sequence of the target gene is MNRGVPFRHLLLVLQLALLPAATQGKKVVLGKKGDTVELTCTASQKKSIQFHWKNSNQIKILGNQGSFLTKGPSKLNDRADSRRSLWDQGNFPLIIKNLKIEDSDTYICEVEDQKEEVQLLVFGLTANSDTHLLQGQSLTLTLESPPGSSPSVQCRSPRGKNIQGGKTLSVSQLELQDSGTWTCTVLQNQKKVEFKIDIVVLAFQKASSIVYKKEGEQVEFSFPLAFTVEKLTGSGELWWQAERASSSKSWITFDLKNKEVSVKRVTQDPKLQMGKKLPLHLTLPQALPQYAGSGNLTLA.... Result: 1 (interaction). (2) The miRNA is mmu-miR-31-5p with sequence AGGCAAGAUGCUGGCAUAGCUG. The protein sequence of the target gene is MIHVGENTWNLRILITDLQVEKTLRVKGDQHIGGVMLNLVDPELPKDWSDHALWWPAKNIWLTRTRSTLDQAGVQSDSFLHFTPMHKTLRVQMPDLRYLDYRVNFSAKTFGAVVSLCKDLDIRYPEELSFCKPLEPEHLKKNFSKLPQRKIPVAEANGIAYVQPALDTNSFVPITGAYNGSNGSLDRSHNGNLLCAPASPYTRRAATAPGTPISSPTGTWKHNSTGYASYDSNSSFGDLQENLAMSPRSPSPDVRARLVRPKSRVEKARLNVGWLDSSLSIMEQGVREYDTLCLRFKYFT.... Result: 0 (no interaction). (3) The miRNA is hsa-miR-767-5p with sequence UGCACCAUGGUUGUCUGAGCAUG. The protein sequence of the target gene is MAAPTPARPVLTHLLVALFGMGSWAAVNGIWVELPVVVKELPEGWSLPSYVSVLVALGNLGLLVVTLWRRLAPGKDEQVPIRVVQVLGMVGTALLASLWHHVAPVAGQLHSVAFLALAFVLALACCASNVTFLPFLSHLPPRFLRSFFLGQGLSALLPCVLALVQGVGRLECPPAPINGTPGPPLDFLERFPASTFFWALTALLVASAAAFQGLLLLLPPPPSVPTGELGSGLQVGAPGAEEEVEESSPLQEPPSQAAGTTPGPDPKAYQLLSARSACLLGLLAATNALTNGVLPAVQSF.... Result: 0 (no interaction).